From a dataset of Catalyst prediction with 721,799 reactions and 888 catalyst types from USPTO. Predict which catalyst facilitates the given reaction. (1) Reactant: [CH2:1]([C:4]1[CH:13]=[C:12]([Cl:14])[C:11]2[C:6](=[CH:7][CH:8]=[CH:9][CH:10]=2)[C:5]=1[OH:15])[CH:2]=[CH2:3].[H-].[Na+].[CH2:18](Br)[C:19]1[CH:24]=[CH:23][CH:22]=[CH:21][CH:20]=1. Product: [CH2:1]([C:4]1[CH:13]=[C:12]([Cl:14])[C:11]2[C:6](=[CH:7][CH:8]=[CH:9][CH:10]=2)[C:5]=1[O:15][CH2:18][C:19]1[CH:24]=[CH:23][CH:22]=[CH:21][CH:20]=1)[CH:2]=[CH2:3]. The catalyst class is: 42. (2) Reactant: [NH2:1][C:2]1[CH:10]=[C:9]2[C:5]([C:6]([C:21]([NH:23][CH2:24][C:25]3[CH:30]=[CH:29][C:28]([F:31])=[C:27]([F:32])[CH:26]=3)=[O:22])=[C:7]([CH:18]([CH3:20])[CH3:19])[N:8]2[CH2:11][C:12]2[CH:17]=[CH:16][CH:15]=[CH:14][CH:13]=2)=[CH:4][CH:3]=1.C([O:35][C:36](=O)[CH2:37][CH2:38][CH2:39]Br)C. Product: [CH2:11]([N:8]1[C:9]2[C:5](=[CH:4][CH:3]=[C:2]([N:1]3[CH2:39][CH2:38][CH2:37][C:36]3=[O:35])[CH:10]=2)[C:6]([C:21]([NH:23][CH2:24][C:25]2[CH:30]=[CH:29][C:28]([F:31])=[C:27]([F:32])[CH:26]=2)=[O:22])=[C:7]1[CH:18]([CH3:19])[CH3:20])[C:12]1[CH:13]=[CH:14][CH:15]=[CH:16][CH:17]=1. The catalyst class is: 296. (3) Product: [CH3:50][N:51]([CH3:52])[C:36]([CH:16]1[CH2:15][N:14]([S:11]([C:7]2[CH:6]=[C:5]3[C:10]([C:2]([Cl:1])=[CH:3][NH:4]3)=[CH:9][CH:8]=2)(=[O:13])=[O:12])[CH2:19][C:18](=[O:20])[N:17]1[CH2:21][CH:22]1[CH2:27][CH2:26][N:25]([C:28]2[CH:33]=[CH:32][C:31](=[O:34])[N:30]([CH3:35])[N:29]=2)[CH2:24][CH2:23]1)=[O:37]. The catalyst class is: 42. Reactant: [Cl:1][C:2]1[C:10]2[C:5](=[CH:6][C:7]([S:11]([N:14]3[CH2:19][C:18](=[O:20])[N:17]([CH2:21][CH:22]4[CH2:27][CH2:26][N:25]([C:28]5[CH:33]=[CH:32][C:31](=[O:34])[N:30]([CH3:35])[N:29]=5)[CH2:24][CH2:23]4)[CH:16]([C:36](O)=[O:37])[CH2:15]3)(=[O:13])=[O:12])=[CH:8][CH:9]=2)[NH:4][CH:3]=1.F[P-](F)(F)(F)(F)F.N1(OC(N(C)C)=[N+](C)C)[C:50]2[N:51]=[CH:52]C=CC=2N=N1.Cl.CNC.C(N(CC)C(C)C)(C)C.F[P-](F)(F)(F)(F)F.N1C2C=CC=C(O[P+](N3CCCC3)(N3CCCC3)N3CCCC3)C=2N=N1.F[P-](F)(F)(F)(F)F.N1(O[P+](N2CCCC2)(N2CCCC2)N2CCCC2)C2C=CC=CC=2N=N1. (4) Reactant: [Cl:1][C:2]1[CH:7]=[CH:6][CH:5]=[C:4]([Cl:8])[C:3]=1[NH:9][C:10]1[N:11]([CH3:26])[C:12]2[C:21]3[C:20](=[O:22])[NH:19][C:18]([CH3:23])=[C:17]([CH3:24])[C:16]=3[CH:15]=[CH:14][C:13]=2[N:25]=1.[Se](=O)=[O:28]. Product: [Cl:8][C:4]1[CH:5]=[CH:6][CH:7]=[C:2]([Cl:1])[C:3]=1[NH:9][C:10]1[N:11]([CH3:26])[C:12]2[C:21]3[C:20](=[O:22])[NH:19][C:18]([CH:23]=[O:28])=[C:17]([CH3:24])[C:16]=3[CH:15]=[CH:14][C:13]=2[N:25]=1. The catalyst class is: 12. (5) Reactant: Br[C:2]1[C:10]2[C:5](=[CH:6][C:7]([F:14])=[C:8]([N+:11]([O-:13])=[O:12])[CH:9]=2)[N:4]([C:15]([C:28]2[CH:33]=[CH:32][CH:31]=[CH:30][CH:29]=2)([C:22]2[CH:27]=[CH:26][CH:25]=[CH:24][CH:23]=2)[C:16]2[CH:21]=[CH:20][CH:19]=[CH:18][CH:17]=2)[N:3]=1.[F:34][C:35]1[CH:42]=[CH:41][C:38]([CH:39]=[CH2:40])=[CH:37][CH:36]=1.C(P(C(C)(C)C)C1C=CC=CC=1C1C=CC=CC=1)(C)(C)C.C(N(CC)CC)C. Product: [F:14][C:7]1[CH:6]=[C:5]2[C:10]([C:2](/[CH:40]=[CH:39]/[C:38]3[CH:41]=[CH:42][C:35]([F:34])=[CH:36][CH:37]=3)=[N:3][N:4]2[C:15]([C:28]2[CH:33]=[CH:32][CH:31]=[CH:30][CH:29]=2)([C:16]2[CH:21]=[CH:20][CH:19]=[CH:18][CH:17]=2)[C:22]2[CH:27]=[CH:26][CH:25]=[CH:24][CH:23]=2)=[CH:9][C:8]=1[N+:11]([O-:13])=[O:12]. The catalyst class is: 613. (6) Reactant: [CH3:1][O:2][C:3]1[N:8]=[C:7]2[N:9]([CH2:14][CH:15]=O)[C:10](=[O:13])[CH:11]=[CH:12][C:6]2=[N:5][CH:4]=1.[N:17]1[C:22]2[O:23][CH2:24][CH2:25][O:26][C:21]=2[CH:20]=[C:19]([CH2:27][N:28]([CH:36]2[CH2:41][CH2:40][NH:39][CH2:38][CH2:37]2)[C:29](=[O:35])[O:30][C:31]([CH3:34])([CH3:33])[CH3:32])[N:18]=1.C(O[BH-](OC(=O)C)OC(=O)C)(=O)C.[Na+].C(=O)(O)[O-].[Na+]. Product: [N:17]1[C:22]2[O:23][CH2:24][CH2:25][O:26][C:21]=2[CH:20]=[C:19]([CH2:27][N:28]([CH:36]2[CH2:41][CH2:40][N:39]([CH2:15][CH2:14][N:9]3[C:7]4=[N:8][C:3]([O:2][CH3:1])=[CH:4][N:5]=[C:6]4[CH:12]=[CH:11][C:10]3=[O:13])[CH2:38][CH2:37]2)[C:29](=[O:35])[O:30][C:31]([CH3:34])([CH3:33])[CH3:32])[N:18]=1. The catalyst class is: 147. (7) Reactant: CN([CH2:4][C@H:5]1[CH:11]=[C:10](SC2C=CC=CC=2)[CH:9]=[CH:8][C@H:7]([CH3:19])[C@@H:6]1[OH:20])C.[CH:21]1[CH:26]=[C:25](Cl)[CH:24]=[C:23](C(OO)=O)[CH:22]=1.[OH:32][S:33]([O-:35])=O.[Na+]. Product: [C:25]1([S:33]([C:10]2[CH:9]=[CH:8][C@H:7]([CH3:19])[C@H:6]([OH:20])[C:5](=[CH2:4])[CH:11]=2)(=[O:35])=[O:32])[CH:24]=[CH:23][CH:22]=[CH:21][CH:26]=1. The catalyst class is: 2. (8) Reactant: [Cl-].[CH3:2][O:3][CH2:4][P+](C1C=CC=CC=1)(C1C=CC=CC=1)C1C=CC=CC=1.CC(C)([O-])C.[K+].[CH2:30]([O:34][C:35]1[CH:40]=[CH:39][C:38]([CH:41]2[CH2:46][CH2:45][CH:44]([CH:47]3[CH2:52][CH2:51][C:50](=O)[CH2:49][CH2:48]3)[CH2:43][CH2:42]2)=[C:37]([F:54])[C:36]=1[F:55])[CH2:31][CH2:32][CH3:33].O. Product: [CH2:30]([O:34][C:35]1[CH:40]=[CH:39][C:38]([CH:41]2[CH2:42][CH2:43][CH:44]([CH:47]3[CH2:52][CH2:51][C:50](=[CH:2][O:3][CH3:4])[CH2:49][CH2:48]3)[CH2:45][CH2:46]2)=[C:37]([F:54])[C:36]=1[F:55])[CH2:31][CH2:32][CH3:33]. The catalyst class is: 182. (9) Reactant: [CH3:1][C:2]1[C:6]([C:7]([NH:9][N:10]2[CH2:15][CH2:14][CH2:13][CH2:12][CH2:11]2)=[O:8])=[N:5][N:4]([C:16]2[CH:17]=[CH:18][C:19]([Cl:23])=[CH:20][C:21]=2[Cl:22])[C:3]=1[C:24]1[CH:25]=[CH:26][C:27]([Cl:30])=[CH:28][CH:29]=1.Cl.C(=O)([O-])[O-].[Na+].[Na+]. Product: [CH3:1][C:2]1[C:6]([C:7]([NH:9][N:10]2[CH2:11][CH2:12][CH2:13][CH2:14][CH2:15]2)=[O:8])=[N:5][N:4]([C:16]2[CH:17]=[CH:18][C:19]([Cl:23])=[CH:20][C:21]=2[Cl:22])[C:3]=1[C:24]1[CH:25]=[CH:26][C:27]([Cl:30])=[CH:28][CH:29]=1. The catalyst class is: 8. (10) Reactant: C[Si]([C:5]#[C:6][C:7]1[CH:8]=[C:9]([CH:15]=[CH:16][CH:17]=1)[C:10]([O:12][CH2:13][CH3:14])=[O:11])(C)C.C([O-])([O-])=O.[K+].[K+]. Product: [C:6]([C:7]1[CH:8]=[C:9]([CH:15]=[CH:16][CH:17]=1)[C:10]([O:12][CH2:13][CH3:14])=[O:11])#[CH:5]. The catalyst class is: 5.